Dataset: Forward reaction prediction with 1.9M reactions from USPTO patents (1976-2016). Task: Predict the product of the given reaction. (1) Given the reactants [Br:1][CH2:2][C:3](Cl)=[O:4].[CH:6]1([NH2:12])[CH2:11][CH2:10][CH2:9][CH2:8][CH2:7]1, predict the reaction product. The product is: [Br:1][CH2:2][C:3]([NH:12][CH:6]1[CH2:11][CH2:10][CH2:9][CH2:8][CH2:7]1)=[O:4]. (2) Given the reactants [CH3:1][O:2][C:3]1[CH:4]=[C:5]([CH2:11][CH2:12][NH2:13])[CH:6]=[N:7][C:8]=1[O:9][CH3:10].[CH3:14][O:15][C:16]1[CH:21]=[CH:20][C:19]([CH2:22][CH2:23][C:24](=O)[CH3:25])=[CH:18][CH:17]=1.C([BH3-])#N.[Na+].[CH3:31][C:32]1[N:37]=[C:36]([C:38](O)=[O:39])[CH:35]=[CH:34][CH:33]=1.C(N(CC)CC)C.CN(C(ON1N=NC2C=CC=CC1=2)=[N+](C)C)C.[B-](F)(F)(F)F, predict the reaction product. The product is: [CH3:1][O:2][C:3]1[CH:4]=[C:5]([CH2:11][CH2:12][N:13]([CH:24]([CH3:25])[CH2:23][CH2:22][C:19]2[CH:20]=[CH:21][C:16]([O:15][CH3:14])=[CH:17][CH:18]=2)[C:38]([C:36]2[CH:35]=[CH:34][CH:33]=[C:32]([CH3:31])[N:37]=2)=[O:39])[CH:6]=[N:7][C:8]=1[O:9][CH3:10]. (3) Given the reactants [CH3:1][N:2]1[CH2:7][CH2:6][C:5]2[C:8]([CH2:11][OH:12])=[CH:9][S:10][C:4]=2[CH2:3]1.CC(OI1(OC(C)=O)(OC(C)=O)OC(=O)C2C=CC=CC1=2)=O.[OH-].[Na+], predict the reaction product. The product is: [CH3:1][N:2]1[CH2:7][CH2:6][C:5]2[C:8]([CH:11]=[O:12])=[CH:9][S:10][C:4]=2[CH2:3]1. (4) Given the reactants Br[C:2]1[CH:3]=[C:4]2[C:8](=[C:9]([CH3:11])[CH:10]=1)[N:7]([S:12]([C:15]1[CH:27]=[CH:26][C:18]([O:19][CH2:20][C:21]([O:23]CC)=[O:22])=[C:17]([CH3:28])[CH:16]=1)(=[O:14])=[O:13])[CH2:6][CH:5]2[CH3:29].[F:30][C:31]([F:42])([F:41])[C:32]1[CH:37]=[CH:36][C:35](B(O)O)=[CH:34][CH:33]=1.C(=O)([O-])[O-].[Na+].[Na+], predict the reaction product. The product is: [CH3:29][CH:5]1[C:4]2[C:8](=[C:9]([CH3:11])[CH:10]=[C:2]([C:35]3[CH:36]=[CH:37][C:32]([C:31]([F:42])([F:41])[F:30])=[CH:33][CH:34]=3)[CH:3]=2)[N:7]([S:12]([C:15]2[CH:27]=[CH:26][C:18]([O:19][CH2:20][C:21]([OH:23])=[O:22])=[C:17]([CH3:28])[CH:16]=2)(=[O:13])=[O:14])[CH2:6]1.